This data is from CYP2C19 inhibition data for predicting drug metabolism from PubChem BioAssay. The task is: Regression/Classification. Given a drug SMILES string, predict its absorption, distribution, metabolism, or excretion properties. Task type varies by dataset: regression for continuous measurements (e.g., permeability, clearance, half-life) or binary classification for categorical outcomes (e.g., BBB penetration, CYP inhibition). Dataset: cyp2c19_veith. (1) The drug is O=C(c1ccc(S(=O)(=O)N2CCCCCC2)cc1)N1CCC(CN2C(=O)c3cccc4cccc(c34)C2=O)CC1. The result is 0 (non-inhibitor). (2) The molecule is OCCCSCCO. The result is 0 (non-inhibitor). (3) The molecule is Cc1nnc(NCc2ccco2)s1. The result is 0 (non-inhibitor). (4) The drug is CCOc1cc(S(=O)(=O)N(Cc2ccccc2)Cc2ccccc2)c(OCC)cc1-n1cnnn1. The result is 1 (inhibitor). (5) The molecule is O=S(=O)(NCCNS(=O)(=O)c1cccs1)c1cccs1. The result is 1 (inhibitor). (6) The molecule is O=C(Nc1ccccc1)N1CC[C@@]2(CCCNC2)C1. The result is 0 (non-inhibitor). (7) The compound is Nc1[nH]c(=O)ncc1F. The result is 0 (non-inhibitor).